This data is from Full USPTO retrosynthesis dataset with 1.9M reactions from patents (1976-2016). The task is: Predict the reactants needed to synthesize the given product. (1) Given the product [Cl:21][C:22]1[CH:27]=[C:26]([Cl:28])[CH:25]=[CH:24][C:23]=1[C:2]1[C:7]2=[N:8][C:9]([C:12]([NH:14][CH:15]([C:17]([OH:20])([CH3:19])[CH3:18])[CH3:16])=[O:13])=[CH:10][N:11]=[C:6]2[CH:5]=[N:4][CH:3]=1, predict the reactants needed to synthesize it. The reactants are: Br[C:2]1[C:7]2=[N:8][C:9]([C:12]([NH:14][CH:15]([C:17]([OH:20])([CH3:19])[CH3:18])[CH3:16])=[O:13])=[CH:10][N:11]=[C:6]2[CH:5]=[N:4][CH:3]=1.[Cl:21][C:22]1[CH:27]=[C:26]([Cl:28])[CH:25]=[CH:24][C:23]=1B(O)O.C(=O)([O-])[O-].[Cs+].[Cs+].O1CCOCC1. (2) Given the product [CH:20]1([C:7]2[C:8]([O:9][C:10]3[CH:17]=[C:16]([CH3:18])[C:13]([C:14]#[N:15])=[C:12]([CH3:19])[CH:11]=3)=[C:4]([CH:1]3[CH2:3][CH2:2]3)[N:5]([C:30]3[CH:31]=[N:32][CH:33]=[CH:34][CH:35]=3)[N:6]=2)[CH2:22][CH2:21]1, predict the reactants needed to synthesize it. The reactants are: [CH:1]1([C:4]2[C:8]([O:9][C:10]3[CH:17]=[C:16]([CH3:18])[C:13]([C:14]#[N:15])=[C:12]([CH3:19])[CH:11]=3)=[C:7]([CH:20]3[CH2:22][CH2:21]3)[NH:6][N:5]=2)[CH2:3][CH2:2]1.C(=O)([O-])[O-].[K+].[K+].Br[C:30]1[CH:31]=[N:32][CH:33]=[CH:34][CH:35]=1.CN[C@@H]1CCCC[C@H]1NC. (3) Given the product [NH2:11][C:7]1[CH:8]=[C:9]2[C:4](=[CH:5][CH:6]=1)[C:3](=[O:14])[N:2]([CH3:1])[CH2:10]2, predict the reactants needed to synthesize it. The reactants are: [CH3:1][N:2]1[CH2:10][C:9]2[C:4](=[CH:5][CH:6]=[C:7]([N+:11]([O-])=O)[CH:8]=2)[C:3]1=[O:14].[Sn](Cl)(Cl)(Cl)Cl. (4) The reactants are: C([C:3]1[CH:4]=[CH:5][CH:6]=[C:7]2[C:12]=1[N:11]=[C:10]([C:13]1([C:16]3[CH:21]=[CH:20][CH:19]=[CH:18][CH:17]=3)[CH2:15][CH2:14]1)[C:9]([OH:22])=[C:8]2[C:23]([OH:25])=[O:24])C.[F:26][C:27]([F:40])([F:39])C1C=C2C(=CC=1)NC(=O)C2=O. Given the product [OH:22][C:9]1[C:10]([C:13]2([C:16]3[CH:21]=[CH:20][CH:19]=[CH:18][CH:17]=3)[CH2:14][CH2:15]2)=[N:11][C:12]2[C:7]([C:8]=1[C:23]([OH:25])=[O:24])=[CH:6][C:5]([C:27]([F:40])([F:39])[F:26])=[CH:4][CH:3]=2, predict the reactants needed to synthesize it. (5) Given the product [C:1]1([S:7]([N:10]2[C:14]3=[N:15][CH:16]=[C:17]([CH2:19][OH:20])[CH:18]=[C:13]3[C:12]([C:28]3[CH:29]=[C:30]([CH:51]=[CH:52][CH:53]=3)[CH2:31][NH:32][C:33]([C:35]3[C:36](=[O:50])[N:37]([CH2:41][C:42]4[CH:47]=[CH:46][C:45]([F:48])=[C:44]([F:49])[CH:43]=4)[CH:38]=[CH:39][CH:40]=3)=[O:34])=[CH:11]2)(=[O:8])=[O:9])[CH:2]=[CH:3][CH:4]=[CH:5][CH:6]=1, predict the reactants needed to synthesize it. The reactants are: [C:1]1([S:7]([N:10]2[C:14]3=[N:15][CH:16]=[C:17]([C:19](C)(C)[O:20][SiH2]C(C)(C)C)[CH:18]=[C:13]3[C:12]([C:28]3[CH:29]=[C:30]([CH:51]=[CH:52][CH:53]=3)[CH2:31][NH:32][C:33]([C:35]3[C:36](=[O:50])[N:37]([CH2:41][C:42]4[CH:47]=[CH:46][C:45]([F:48])=[C:44]([F:49])[CH:43]=4)[CH:38]=[CH:39][CH:40]=3)=[O:34])=[CH:11]2)(=[O:9])=[O:8])[CH:6]=[CH:5][CH:4]=[CH:3][CH:2]=1.Cl.O. (6) The reactants are: C[O:2][C:3]1[C:4]([C:9]2[CH:14]=[CH:13][C:12]([Cl:15])=[CH:11][C:10]=2[CH3:16])=[CH:5][CH:6]=[CH:7][CH:8]=1.B(Br)(Br)Br. Given the product [Cl:15][C:12]1[CH:13]=[CH:14][C:9]([C:4]2[C:3]([OH:2])=[CH:8][CH:7]=[CH:6][CH:5]=2)=[C:10]([CH3:16])[CH:11]=1, predict the reactants needed to synthesize it. (7) The reactants are: [CH2:1]([O:8][C:9]1[C:14](=[O:15])[CH:13]=[C:12]([CH3:16])O[C:10]=1[C:17]([NH:19][CH:20]1[CH2:23][CH2:22][CH2:21]1)=[O:18])[C:2]1[CH:7]=[CH:6][CH:5]=[CH:4][CH:3]=1.[CH3:24][NH2:25]. Given the product [CH2:1]([O:8][C:9]1[C:14](=[O:15])[CH:13]=[C:12]([CH3:16])[N:25]([CH3:24])[C:10]=1[C:17]([NH:19][CH:20]1[CH2:23][CH2:22][CH2:21]1)=[O:18])[C:2]1[CH:7]=[CH:6][CH:5]=[CH:4][CH:3]=1, predict the reactants needed to synthesize it.